Dataset: Merck oncology drug combination screen with 23,052 pairs across 39 cell lines. Task: Regression. Given two drug SMILES strings and cell line genomic features, predict the synergy score measuring deviation from expected non-interaction effect. Drug 1: CS(=O)(=O)CCNCc1ccc(-c2ccc3ncnc(Nc4ccc(OCc5cccc(F)c5)c(Cl)c4)c3c2)o1. Drug 2: O=C(O)C1(Cc2cccc(Nc3nccs3)n2)CCC(Oc2cccc(Cl)c2F)CC1. Cell line: COLO320DM. Synergy scores: synergy=5.41.